From a dataset of Catalyst prediction with 721,799 reactions and 888 catalyst types from USPTO. Predict which catalyst facilitates the given reaction. (1) Reactant: [Cl:1][C:2]1[C:3]([C:27]([O:29][CH2:30][CH3:31])=[O:28])=[C:4]([C@@H:11]2[CH2:15][N:14]([C:16]([O:18][C:19]([CH3:22])([CH3:21])[CH3:20])=[O:17])[CH2:13][C@H:12]2[C:23]([O:25]C)=[O:24])[CH:5]=[C:6]([CH2:8][CH2:9][CH3:10])[CH:7]=1.[OH-].[Li+].Cl. Product: [C:19]([O:18][C:16]([N:14]1[CH2:15][C@@H:11]([C:4]2[CH:5]=[C:6]([CH2:8][CH2:9][CH3:10])[CH:7]=[C:2]([Cl:1])[C:3]=2[C:27]([O:29][CH2:30][CH3:31])=[O:28])[C@H:12]([C:23]([OH:25])=[O:24])[CH2:13]1)=[O:17])([CH3:20])([CH3:22])[CH3:21]. The catalyst class is: 20. (2) Reactant: [C:1]([O:9][C:10]1[CH:15]=[CH:14][CH:13]=[CH:12][C:11]=1[CH2:16][CH2:17][C:18]([OH:20])=O)(=[O:8])[C:2]1[CH:7]=[CH:6][CH:5]=[CH:4][CH:3]=1.[CH2:21]([C@H:28]1[NH:33][CH2:32][CH2:31][N:30](C(OC(C)(C)C)=O)[CH2:29]1)[C:22]1[CH:27]=[CH:26][CH:25]=[CH:24][CH:23]=1.CCN=C=NCCCN(C)C.C1C=CC2N(O)N=NC=2C=1. Product: [C:1]([O:9][C:10]1[CH:15]=[CH:14][CH:13]=[CH:12][C:11]=1[CH2:16][CH2:17][C:18]([N:33]1[CH2:32][CH2:31][NH:30][CH2:29][C@H:28]1[CH2:21][C:22]1[CH:23]=[CH:24][CH:25]=[CH:26][CH:27]=1)=[O:20])(=[O:8])[C:2]1[CH:3]=[CH:4][CH:5]=[CH:6][CH:7]=1. The catalyst class is: 4. (3) Reactant: [Si]([O:8][C@@H:9]1[C@H:13]([O:14][Si](C(C)(C)C)(C)C)[C@@H:12]([CH2:22][O:23][Si](C(C)(C)C)(C)C)[O:11][C@H:10]1[N:31]1[C:40]2[N:39]=[CH:38][N:37]=[C:35]([NH2:36])[C:34]=2[N:33]=[C:32]1[C:41]1[CH:42]=[N:43][CH:44]=[CH:45][CH:46]=1)(C(C)(C)C)(C)C.CCCC[N+](CCCC)(CCCC)CCCC.[F-]. Product: [N:43]1[CH:44]=[CH:45][CH:46]=[C:41]([C:32]2[N:31]([C:40]3[N:39]=[CH:38][N:37]=[C:35]([NH2:36])[C:34]=3[N:33]=2)[C@@H:10]2[O:11][C@H:12]([CH2:22][OH:23])[C@@H:13]([OH:14])[C@H:9]2[OH:8])[CH:42]=1. The catalyst class is: 1. (4) Reactant: I[C:2]1[CH:3]=[CH:4][C:5]2[N:6]([CH:8]=[C:9]([C:11]([NH:13][C:14]3[CH:19]=[CH:18][CH:17]=[CH:16][N:15]=3)=[O:12])[N:10]=2)[CH:7]=1.[CH3:20][Sn:21]([CH3:27])([CH3:26])[Sn:21]([CH3:27])([CH3:26])[CH3:20]. The catalyst class is: 109. Product: [CH3:20][Sn:21]([CH3:27])([CH3:26])[C:2]1[CH:3]=[CH:4][C:5]2[N:6]([CH:8]=[C:9]([C:11]([NH:13][C:14]3[CH:19]=[CH:18][CH:17]=[CH:16][N:15]=3)=[O:12])[N:10]=2)[CH:7]=1. (5) Reactant: [Cl:1][C:2]1[CH:3]=[C:4]([N:22]2[C:27](=[O:28])[NH:26][C:25](=[O:29])[C:24]([C:30]#[N:31])=[N:23]2)[CH:5]=[C:6]([Cl:21])[C:7]=1[O:8][C:9]1[CH:14]=[C:13]([CH:15]([CH3:17])[CH3:16])[C:12](=[O:18])[N:11]([CH2:19][OH:20])[N:10]=1.C(N(CC)C(C)C)(C)C.Cl[C:42]([O:44][CH2:45][CH3:46])=[O:43]. Product: [CH2:45]([O:44][C:42](=[O:43])[O:20][CH2:19][N:11]1[C:12](=[O:18])[C:13]([CH:15]([CH3:17])[CH3:16])=[CH:14][C:9]([O:8][C:7]2[C:6]([Cl:21])=[CH:5][C:4]([N:22]3[C:27](=[O:28])[NH:26][C:25](=[O:29])[C:24]([C:30]#[N:31])=[N:23]3)=[CH:3][C:2]=2[Cl:1])=[N:10]1)[CH3:46]. The catalyst class is: 2. (6) Reactant: [CH2:1]1[C@@H:5]([C:6]([OH:8])=[O:7])[NH:4][CH2:3][C@@H:2]1[OH:9].[C:10](O)(=[O:12])[CH3:11].C(Cl)(=O)C.CCOCC. Product: [C:10]([O:9][C@H:2]1[CH2:3][NH:4][C@H:5]([C:6]([OH:8])=[O:7])[CH2:1]1)(=[O:12])[CH3:11]. The catalyst class is: 33. (7) Reactant: F[C:2]1[CH:9]=[CH:8][C:5]([C:6]#[N:7])=[CH:4][C:3]=1[O:10][CH3:11].[I:12][C:13]1[CH:14]=[CH:15][CH:16]=C(O)[CH:18]=1.[C:20]([O-])([O-])=[O:21].[K+].[K+]. Product: [I:12][C:13]1[CH:18]=[C:11]([CH:16]=[CH:15][CH:14]=1)[O:10][C:3]1[CH:4]=[C:5]([CH:8]=[CH:9][C:2]=1[O:21][CH3:20])[C:6]#[N:7]. The catalyst class is: 16. (8) Reactant: [CH:1]([CH:9]=[CH:10][C:11]([O-:13])=[O:12])=[CH:2][C:3]1[CH:8]=[CH:7][CH:6]=[CH:5][CH:4]=1. Product: [C:11]([OH:13])(=[O:12])[CH:10]=[CH2:9].[CH2:1]=[CH:2][C:3]1[CH:8]=[CH:7][CH:6]=[CH:5][CH:4]=1. The catalyst class is: 6. (9) Reactant: [C:1]([O:5][C:6]([N:8]1[CH2:13][CH:12]=[C:11]([C:14]2[NH:31][C:17]3=[N:18][CH:19]=[CH:20][C:21]([C:22]4[CH:27]=[CH:26][C:25]([CH2:28][NH2:29])=[C:24]([F:30])[CH:23]=4)=[C:16]3[N:15]=2)[CH2:10][CH2:9]1)=[O:7])([CH3:4])([CH3:3])[CH3:2].[C:32]([C:36]1[O:40][N:39]=[C:38]([C:41](O)=[O:42])[N:37]=1)([CH3:35])([CH3:34])[CH3:33].CCN(C(C)C)C(C)C.C(P1(=O)OP(=O)(CCC)OP(=O)(CCC)O1)CC. Product: [C:1]([O:5][C:6]([N:8]1[CH2:9][CH:10]=[C:11]([C:14]2[NH:31][C:17]3=[N:18][CH:19]=[CH:20][C:21]([C:22]4[CH:27]=[CH:26][C:25]([CH2:28][NH:29][C:41]([C:38]5[N:37]=[C:36]([C:32]([CH3:35])([CH3:34])[CH3:33])[O:40][N:39]=5)=[O:42])=[C:24]([F:30])[CH:23]=4)=[C:16]3[N:15]=2)[CH2:12][CH2:13]1)=[O:7])([CH3:4])([CH3:2])[CH3:3]. The catalyst class is: 144. (10) Reactant: [F:1][C:2]([F:25])([F:24])[C:3]1[NH:7][N:6]=[C:5]([C:8]2[CH:13]=[CH:12][C:11]([C@H:14]3[CH2:19][CH2:18][C@H:17]([CH2:20][C:21]([OH:23])=O)[CH2:16][CH2:15]3)=[CH:10][CH:9]=2)[CH:4]=1.[N:26]1[NH:27][N:28]=[N:29][C:30]=1[NH2:31].F[P-](F)(F)(F)(F)F.N1(OC(N(C)C)=[N+](C)C)C2N=CC=CC=2N=N1.C(N(C(C)C)CC)(C)C. Product: [N:26]1[NH:27][N:28]=[N:29][C:30]=1[NH:31][C:21](=[O:23])[CH2:20][C@H:17]1[CH2:16][CH2:15][C@H:14]([C:11]2[CH:12]=[CH:13][C:8]([C:5]3[CH:4]=[C:3]([C:2]([F:24])([F:1])[F:25])[NH:7][N:6]=3)=[CH:9][CH:10]=2)[CH2:19][CH2:18]1. The catalyst class is: 9.